From a dataset of Catalyst prediction with 721,799 reactions and 888 catalyst types from USPTO. Predict which catalyst facilitates the given reaction. (1) Reactant: [C:1]([O:5][C:6]([N:8]1[CH2:17][CH2:16][C:15]2[C:10](=[CH:11][CH:12]=[C:13]([NH2:18])[CH:14]=2)[CH2:9]1)=[O:7])([CH3:4])([CH3:3])[CH3:2].[CH:19](=O)[C:20]1[CH:25]=[CH:24][CH:23]=[CH:22][CH:21]=1.C(O)(=O)C.C(O[BH-](OC(=O)C)OC(=O)C)(=O)C.[Na+]. Product: [C:1]([O:5][C:6]([N:8]1[CH2:17][CH2:16][C:15]2[C:10](=[CH:11][CH:12]=[C:13]([NH:18][CH2:19][C:20]3[CH:25]=[CH:24][CH:23]=[CH:22][CH:21]=3)[CH:14]=2)[CH2:9]1)=[O:7])([CH3:4])([CH3:2])[CH3:3]. The catalyst class is: 4. (2) Reactant: N[C:2]1[CH:3]=[C:4]([CH:8]=[C:9]([N+:12]([O-:14])=[O:13])[C:10]=1[CH3:11])[C:5]([OH:7])=[O:6].N([O-])=O.[Na+].[ClH:19]. Product: [Cl:19][C:2]1[CH:3]=[C:4]([CH:8]=[C:9]([N+:12]([O-:14])=[O:13])[C:10]=1[CH3:11])[C:5]([OH:7])=[O:6]. The catalyst class is: 6. (3) Product: [F:1][C:2]1[CH:3]=[C:4]([O:17][CH2:21][C:22]2[N:23]=[C:24](/[CH:27]=[CH:28]/[C:29]3[CH:30]=[CH:31][C:32]([O:35][C:36]([F:39])([F:37])[F:38])=[CH:33][CH:34]=3)[O:25][CH:26]=2)[CH:5]=[CH:6][C:7]=1[CH2:8][O:9][CH2:10][CH2:11][N:12]1[CH:16]=[CH:15][N:14]=[N:13]1. Reactant: [F:1][C:2]1[CH:3]=[C:4]([OH:17])[CH:5]=[CH:6][C:7]=1[CH2:8][O:9][CH2:10][CH2:11][N:12]1[CH:16]=[CH:15][N:14]=[N:13]1.[H-].[Na+].Cl[CH2:21][C:22]1[N:23]=[C:24]([CH:27]=[CH:28][C:29]2[CH:34]=[CH:33][C:32]([O:35][C:36]([F:39])([F:38])[F:37])=[CH:31][CH:30]=2)[O:25][CH:26]=1.O. The catalyst class is: 9.